Dataset: NCI-60 drug combinations with 297,098 pairs across 59 cell lines. Task: Regression. Given two drug SMILES strings and cell line genomic features, predict the synergy score measuring deviation from expected non-interaction effect. (1) Drug 1: CC1=CC=C(C=C1)C2=CC(=NN2C3=CC=C(C=C3)S(=O)(=O)N)C(F)(F)F. Drug 2: CC1=C(C=C(C=C1)C(=O)NC2=CC(=CC(=C2)C(F)(F)F)N3C=C(N=C3)C)NC4=NC=CC(=N4)C5=CN=CC=C5. Cell line: SF-295. Synergy scores: CSS=-9.65, Synergy_ZIP=4.38, Synergy_Bliss=3.07, Synergy_Loewe=-5.83, Synergy_HSA=-5.96. (2) Drug 1: CC1=C2C(C(=O)C3(C(CC4C(C3C(C(C2(C)C)(CC1OC(=O)C(C(C5=CC=CC=C5)NC(=O)C6=CC=CC=C6)O)O)OC(=O)C7=CC=CC=C7)(CO4)OC(=O)C)O)C)OC(=O)C. Drug 2: C1CN(CCN1C(=O)CCBr)C(=O)CCBr. Cell line: UACC62. Synergy scores: CSS=37.0, Synergy_ZIP=-10.3, Synergy_Bliss=-7.85, Synergy_Loewe=-12.5, Synergy_HSA=-2.76. (3) Drug 1: C1=CC(=CC=C1CCCC(=O)O)N(CCCl)CCCl. Drug 2: CCCS(=O)(=O)NC1=C(C(=C(C=C1)F)C(=O)C2=CNC3=C2C=C(C=N3)C4=CC=C(C=C4)Cl)F. Cell line: SNB-75. Synergy scores: CSS=10.3, Synergy_ZIP=-3.96, Synergy_Bliss=0.532, Synergy_Loewe=-2.57, Synergy_HSA=-0.838. (4) Drug 1: C1=CC(=CC=C1CCC2=CNC3=C2C(=O)NC(=N3)N)C(=O)NC(CCC(=O)O)C(=O)O. Drug 2: COCCOC1=C(C=C2C(=C1)C(=NC=N2)NC3=CC=CC(=C3)C#C)OCCOC.Cl. Cell line: NCI-H460. Synergy scores: CSS=40.2, Synergy_ZIP=1.41, Synergy_Bliss=0.758, Synergy_Loewe=-17.7, Synergy_HSA=0.704. (5) Drug 1: C1=NC2=C(N1)C(=S)N=CN2. Drug 2: CC1C(C(CC(O1)OC2CC(CC3=C2C(=C4C(=C3O)C(=O)C5=CC=CC=C5C4=O)O)(C(=O)C)O)N)O. Cell line: TK-10. Synergy scores: CSS=43.6, Synergy_ZIP=-8.83, Synergy_Bliss=-5.41, Synergy_Loewe=-22.2, Synergy_HSA=-2.50. (6) Drug 1: C1=CN(C=N1)CC(O)(P(=O)(O)O)P(=O)(O)O. Drug 2: CC(C)CN1C=NC2=C1C3=CC=CC=C3N=C2N. Cell line: SK-OV-3. Synergy scores: CSS=4.32, Synergy_ZIP=-1.95, Synergy_Bliss=-2.72, Synergy_Loewe=1.51, Synergy_HSA=-0.251.